Dataset: Catalyst prediction with 721,799 reactions and 888 catalyst types from USPTO. Task: Predict which catalyst facilitates the given reaction. (1) Reactant: NCC(O)=O.[OH:6][C:7]1[C:8]([C:21]([NH:23][C:24]2[CH:25]=[N:26][CH:27]=[CH:28][CH:29]=2)=[O:22])=[CH:9][N:10]([CH2:14][C:15]2[CH:20]=[CH:19][CH:18]=[CH:17][CH:16]=2)[C:11](=[O:13])[CH:12]=1.[O:30]=[C:31]=[N:32][CH2:33][C:34]([O:36]CC)=[O:35].CCN(C(C)C)C(C)C. Product: [OH:6][C:7]1[C:8]([C:21]([NH:23][C:24]2[CH:25]=[N:26][CH:27]=[CH:28][CH:29]=2)=[O:22])=[CH:9][N:10]([CH2:14][C:15]2[CH:16]=[CH:17][CH:18]=[CH:19][CH:20]=2)[C:11](=[O:13])[C:12]=1[C:31]([NH:32][CH2:33][C:34]([OH:36])=[O:35])=[O:30]. The catalyst class is: 22. (2) Reactant: [Cl:1][C:2]1[CH:21]=[CH:20][C:5]([CH2:6][S:7][C:8]2[O:12][C:11]([C:13]3[CH:18]=[CH:17][N:16]=[C:15]([NH2:19])[CH:14]=3)=[N:10][N:9]=2)=[CH:4][CH:3]=1.[CH2:22]([N:29]=[C:30]=[O:31])[C:23]1[CH:28]=[CH:27][CH:26]=[CH:25][CH:24]=1. Product: [CH2:22]([NH:29][C:30]([NH:19][C:15]1[CH:14]=[C:13]([C:11]2[O:12][C:8]([S:7][CH2:6][C:5]3[CH:20]=[CH:21][C:2]([Cl:1])=[CH:3][CH:4]=3)=[N:9][N:10]=2)[CH:18]=[CH:17][N:16]=1)=[O:31])[C:23]1[CH:28]=[CH:27][CH:26]=[CH:25][CH:24]=1. The catalyst class is: 7. (3) Reactant: [C:1]([NH:6][C@H:7]([C:27]([O:29]C)=[O:28])[CH2:8][C:9]1[CH:14]=[CH:13][C:12]([O:15][CH2:16][CH2:17][C:18]2[CH:23]=[CH:22][C:21]([CH2:24][O:25][CH3:26])=[CH:20][CH:19]=2)=[CH:11][CH:10]=1)(=[O:5])[CH:2]([CH3:4])[CH3:3].O.[OH-].[Li+]. Product: [C:1]([NH:6][C@H:7]([C:27]([OH:29])=[O:28])[CH2:8][C:9]1[CH:14]=[CH:13][C:12]([O:15][CH2:16][CH2:17][C:18]2[CH:23]=[CH:22][C:21]([CH2:24][O:25][CH3:26])=[CH:20][CH:19]=2)=[CH:11][CH:10]=1)(=[O:5])[CH:2]([CH3:3])[CH3:4]. The catalyst class is: 38. (4) Reactant: C(OC([N:8]1[CH2:12][CH2:11][CH2:10][C@H:9]1[C:13]1[NH:17][C:16]2[CH:18]=[CH:19][C:20]([CH:22]3[N:26]([C:27]4[CH:32]=[CH:31][C:30]([C:33]([CH3:36])([CH3:35])[CH3:34])=[CH:29][CH:28]=4)[CH:25]([C:37]4[CH:42]=[CH:41][C:40]([NH:43][C:44]([C@@H:46]5[CH2:50][CH2:49][CH2:48][N:47]5C(OC(C)(C)C)=O)=[O:45])=[CH:39][CH:38]=4)[CH2:24][CH2:23]3)=[CH:21][C:15]=2[N:14]=1)=O)(C)(C)C.C(O)(C(F)(F)F)=O. Product: [C:33]([C:30]1[CH:31]=[CH:32][C:27]([N:26]2[C@@H:22]([C:20]3[CH:19]=[CH:18][C:16]4[NH:17][C:13]([C@@H:9]5[CH2:10][CH2:11][CH2:12][NH:8]5)=[N:14][C:15]=4[CH:21]=3)[CH2:23][CH2:24][C@@H:25]2[C:37]2[CH:38]=[CH:39][C:40]([NH:43][C:44]([C@@H:46]3[CH2:50][CH2:49][CH2:48][NH:47]3)=[O:45])=[CH:41][CH:42]=2)=[CH:28][CH:29]=1)([CH3:36])([CH3:34])[CH3:35]. The catalyst class is: 2. (5) Reactant: [Br:1][C:2]1[N:6]2[N:7]=[C:8]([NH:11][CH2:12][C@@H:13]3[CH2:17][CH2:16][CH2:15][N:14]3C(OC(C)(C)C)=O)[CH:9]=[CH:10][C:5]2=[N:4][CH:3]=1.C([Cl:28])(=O)C. Product: [Br:1][C:2]1[N:6]2[N:7]=[C:8]([NH:11][CH2:12][C@@H:13]3[CH2:17][CH2:16][CH2:15][NH:14]3)[CH:9]=[CH:10][C:5]2=[N:4][CH:3]=1.[ClH:28]. The catalyst class is: 5. (6) Reactant: [CH3:1][C:2]1[C:3](=[O:28])[NH:4][C:5](=[O:27])[N:6]([CH2:8][CH2:9][CH2:10][N:11]2[CH2:16][C@H:15]3[C@:13]([C:17]4[CH:22]=[CH:21][C:20]([C:23]([F:26])([F:25])[F:24])=[CH:19][CH:18]=4)([CH2:14]3)[CH2:12]2)[N:7]=1.[ClH:29]. Product: [ClH:29].[CH3:1][C:2]1[C:3](=[O:28])[NH:4][C:5](=[O:27])[N:6]([CH2:8][CH2:9][CH2:10][N:11]2[CH2:16][C@H:15]3[C@:13]([C:17]4[CH:22]=[CH:21][C:20]([C:23]([F:26])([F:25])[F:24])=[CH:19][CH:18]=4)([CH2:14]3)[CH2:12]2)[N:7]=1. The catalyst class is: 28. (7) Reactant: [C:1]([O:5][C:6]([N:8]1[CH2:12][CH2:11][CH:10]([NH:13][C:14]2[CH:15]=[C:16]([C:34]([O:36]C)=O)[C:17]([O:20][C:21]3[CH:26]=[CH:25][C:24]([O:27][C:28]4[CH:33]=[CH:32][CH:31]=[CH:30][CH:29]=4)=[CH:23][CH:22]=3)=[N:18][CH:19]=2)[CH2:9]1)=[O:7])([CH3:4])([CH3:3])[CH3:2].[NH3:38]. Product: [C:34]([C:16]1[CH:15]=[C:14]([NH:13][CH:10]2[CH2:11][CH2:12][N:8]([C:6]([O:5][C:1]([CH3:2])([CH3:3])[CH3:4])=[O:7])[CH2:9]2)[CH:19]=[N:18][C:17]=1[O:20][C:21]1[CH:26]=[CH:25][C:24]([O:27][C:28]2[CH:33]=[CH:32][CH:31]=[CH:30][CH:29]=2)=[CH:23][CH:22]=1)(=[O:36])[NH2:38]. The catalyst class is: 5. (8) Reactant: [N-:1]=[N+:2]=[N-:3].[Na+].[Cl-].[NH4+].[CH3:7][C:8]([CH3:13])([CH3:12])[CH:9]1[O:11][CH2:10]1. Product: [N:1]([CH2:10][CH:9]([OH:11])[C:8]([CH3:13])([CH3:12])[CH3:7])=[N+:2]=[N-:3]. The catalyst class is: 24. (9) Reactant: [W:1].[OH2:2].O.O.O.[Ti:6].[NH4+].[O-:8][V:9](=O)=O. Product: [O-2:8].[Ti+4:6].[O-2:2].[W:1]=[O:2].[O-2:8].[O-2:8].[O-2:8].[O-2:8].[O-2:8].[V+5:9].[V+5:9]. The catalyst class is: 6.